From a dataset of NCI-60 drug combinations with 297,098 pairs across 59 cell lines. Regression. Given two drug SMILES strings and cell line genomic features, predict the synergy score measuring deviation from expected non-interaction effect. Drug 1: C1=CC=C(C=C1)NC(=O)CCCCCCC(=O)NO. Drug 2: CC(C)CN1C=NC2=C1C3=CC=CC=C3N=C2N. Cell line: SNB-19. Synergy scores: CSS=0.597, Synergy_ZIP=-0.127, Synergy_Bliss=-0.480, Synergy_Loewe=-0.868, Synergy_HSA=-1.69.